From a dataset of Forward reaction prediction with 1.9M reactions from USPTO patents (1976-2016). Predict the product of the given reaction. (1) Given the reactants [N:1]([CH2:4][C:5]1[CH:14]=[CH:13][CH:12]=[CH:11][C:6]=1[C:7]([O:9]C)=[O:8])=[N+:2]=[N-:3].[OH-].[Na+], predict the reaction product. The product is: [N:1]([CH2:4][C:5]1[CH:14]=[CH:13][CH:12]=[CH:11][C:6]=1[C:7]([OH:9])=[O:8])=[N+:2]=[N-:3]. (2) Given the reactants CS(C)=O.[CH3:5][C:6]1[CH:7]=[C:8]([OH:20])[C:9]([C:13]2[CH:18]=[CH:17][C:16]([CH3:19])=[CH:15][N:14]=2)=[N:10][C:11]=1[CH3:12].Cl[C:22]1[C:31]2[C:26](=[CH:27][CH:28]=[CH:29][CH:30]=2)[N:25]=[CH:24][CH:23]=1.C(=O)([O-])[O-].[Cs+].[Cs+], predict the reaction product. The product is: [CH3:5][C:6]1[CH:7]=[C:8]([O:20][C:22]2[C:31]3[C:26](=[CH:27][CH:28]=[CH:29][CH:30]=3)[N:25]=[CH:24][CH:23]=2)[C:9]([C:13]2[CH:18]=[CH:17][C:16]([CH3:19])=[CH:15][N:14]=2)=[N:10][C:11]=1[CH3:12]. (3) Given the reactants [CH3:1][O:2][C:3]([CH:5]1[CH2:10][CH2:9][N:8]([C:11]([O:13][C:14]([CH3:17])([CH3:16])[CH3:15])=[O:12])[CH2:7][CH2:6]1)=[O:4].[Li+].C[Si]([N-][Si](C)(C)C)(C)C.C1COCC1.Cl[C:34]1[C:43]2[C:38](=[CH:39][C:40]([F:45])=[C:41]([F:44])[CH:42]=2)[N:37]=[CH:36][N:35]=1, predict the reaction product. The product is: [CH3:1][O:2][C:3]([C:5]1([C:34]2[C:43]3[C:38](=[CH:39][C:40]([F:45])=[C:41]([F:44])[CH:42]=3)[N:37]=[CH:36][N:35]=2)[CH2:6][CH2:7][N:8]([C:11]([O:13][C:14]([CH3:17])([CH3:16])[CH3:15])=[O:12])[CH2:9][CH2:10]1)=[O:4]. (4) Given the reactants C([O:3][C:4](=[O:29])[CH2:5][C:6]1[CH:11]=[CH:10][C:9]([N:12]2[C:16]3[CH:17]=[CH:18][C:19]([C:21]4[CH:26]=[CH:25][C:24]([O:27][CH3:28])=[CH:23][CH:22]=4)=[CH:20][C:15]=3[N:14]=[CH:13]2)=[CH:8][CH:7]=1)C, predict the reaction product. The product is: [CH3:28][O:27][C:24]1[CH:23]=[CH:22][C:21]([C:19]2[CH:18]=[CH:17][C:16]3[N:12]([C:9]4[CH:10]=[CH:11][C:6]([CH2:5][C:4]([OH:29])=[O:3])=[CH:7][CH:8]=4)[CH:13]=[N:14][C:15]=3[CH:20]=2)=[CH:26][CH:25]=1. (5) Given the reactants [C:1]([C:6]1[CH:7]=[CH:8][C:9]([O:15][CH3:16])=[C:10]([CH:14]=1)[C:11]([OH:13])=O)(=[O:5])[CH:2]([CH3:4])[CH3:3].[F:17][C:18]([F:31])([F:30])[C:19]1[CH:20]=[C:21]([CH:23]=[C:24]([C:26]([F:29])([F:28])[F:27])[CH:25]=1)[NH2:22], predict the reaction product. The product is: [C:1]([C:6]1[CH:7]=[CH:8][C:9]([O:15][CH3:16])=[C:10]([CH:14]=1)[C:11]([NH:22][C:21]1[CH:23]=[C:24]([C:26]([F:27])([F:28])[F:29])[CH:25]=[C:19]([C:18]([F:17])([F:30])[F:31])[CH:20]=1)=[O:13])(=[O:5])[CH:2]([CH3:3])[CH3:4]. (6) Given the reactants C([C:4]1[C:13](=[O:14])[C:12]2[C:7](=[CH:8][CH:9]=[C:10]([C:15]([O:17][CH2:18][CH3:19])=[O:16])[CH:11]=2)[N:6]([CH3:20])[CH:5]=1)(=O)C.ClC1C=CC=C(C(OO)=[O:29])C=1, predict the reaction product. The product is: [OH:29][C:4]1[C:13](=[O:14])[C:12]2[C:7](=[CH:8][CH:9]=[C:10]([C:15]([O:17][CH2:18][CH3:19])=[O:16])[CH:11]=2)[N:6]([CH3:20])[CH:5]=1.